Dataset: Forward reaction prediction with 1.9M reactions from USPTO patents (1976-2016). Task: Predict the product of the given reaction. (1) Given the reactants C(C=C)=O.[N+](C(C)C)([O-])=O.[CH3:11][C:12]([N+:18]([O-:20])=[O:19])([CH3:17])[CH2:13][CH2:14][CH:15]=[O:16].[Br:21]Br, predict the reaction product. The product is: [CH3:11][C:12]([N+:18]([O-:20])=[O:19])([CH3:17])[CH2:13][CH2:14][CH:15]=[O:16].[Br:21][CH:14]([CH2:13][C:12]([CH3:17])([N+:18]([O-:20])=[O:19])[CH3:11])[CH:15]=[O:16]. (2) Given the reactants C(OC([N:8]1[CH2:13][CH2:12][CH:11]([NH:14][C:15](=[O:47])[C:16]2[CH:21]=[CH:20][C:19]([NH:22][C:23]3[N:24]=[CH:25][C:26]4[N:32]([CH3:33])[C:31](=[O:34])[C:30]([F:36])([F:35])[CH2:29][N:28]([CH:37]5[CH2:41][CH2:40][CH2:39][CH2:38]5)[C:27]=4[N:42]=3)=[C:18]([C:43]([F:46])([F:45])[F:44])[CH:17]=2)[CH2:10][CH2:9]1)=O)(C)(C)C.FC(F)(F)C(O)=O, predict the reaction product. The product is: [CH:37]1([N:28]2[CH2:29][C:30]([F:36])([F:35])[C:31](=[O:34])[N:32]([CH3:33])[C:26]3[CH:25]=[N:24][C:23]([NH:22][C:19]4[CH:20]=[CH:21][C:16]([C:15]([NH:14][CH:11]5[CH2:12][CH2:13][NH:8][CH2:9][CH2:10]5)=[O:47])=[CH:17][C:18]=4[C:43]([F:44])([F:45])[F:46])=[N:42][C:27]2=3)[CH2:41][CH2:40][CH2:39][CH2:38]1. (3) Given the reactants [C:1]([O:5][C:6]([N:8]1[CH2:13][CH2:12][CH2:11][CH:10]([C:14]([OH:16])=O)[CH2:9]1)=[O:7])([CH3:4])([CH3:3])[CH3:2].[C:17]1([CH:23]2[CH2:28][CH2:27][CH2:26][CH2:25][NH:24]2)[CH:22]=[CH:21][CH:20]=[CH:19][CH:18]=1.CCN(C(C)C)C(C)C.CCN=C=NCCCN(C)C.C1C=CC2N(O)N=NC=2C=1, predict the reaction product. The product is: [C:1]([O:5][C:6]([N:8]1[CH2:13][CH2:12][CH2:11][CH:10]([C:14]([N:24]2[CH2:25][CH2:26][CH2:27][CH2:28][CH:23]2[C:17]2[CH:22]=[CH:21][CH:20]=[CH:19][CH:18]=2)=[O:16])[CH2:9]1)=[O:7])([CH3:2])([CH3:3])[CH3:4]. (4) Given the reactants C([O:4][C@@H:5]1[C@@H:10]([O:11]C(=O)C)[C@H:9]([O:15]C(=O)C)[C@@H:8]([CH2:19][O:20]C(=O)C)[O:7][C@H:6]1[O:24][C:25]1[C:29]([CH2:30][C:31]2[CH:36]=[CH:35][C:34]([O:37][CH2:38][CH2:39][C:40](O)=[O:41])=[CH:33][CH:32]=2)=[C:28]([CH:43]([CH3:45])[CH3:44])[NH:27][N:26]=1)(=O)C.[NH2:46][C:47]([CH3:51])([CH3:50])[CH2:48][OH:49].NC(C)(C)C(N)=O, predict the reaction product. The product is: [C@@H:6]1([O:24][C:25]2[C:29]([CH2:30][C:31]3[CH:36]=[CH:35][C:34]([O:37][CH2:38][CH2:39][C:40](=[O:41])[NH:46][C:47]([CH3:51])([CH3:50])[CH2:48][OH:49])=[CH:33][CH:32]=3)=[C:28]([CH:43]([CH3:45])[CH3:44])[NH:27][N:26]=2)[O:7][C@H:8]([CH2:19][OH:20])[C@@H:9]([OH:15])[C@H:10]([OH:11])[C@H:5]1[OH:4]. (5) Given the reactants [CH2:1]([O:4][C@@H:5]1[C@@H:19]([O:20][CH2:21][CH:22]=[CH2:23])[C@@H:18]([O:24][CH2:25][CH:26]=[CH2:27])[C@@H:17]([CH2:28][O:29]C(C2C=CC=CC=2)(C2C=CC=CC=2)C2C=CC=CC=2)[O:16][C@@H:6]1[O:7][C:8]1[CH:13]=[CH:12][C:11]([O:14][CH3:15])=[CH:10][CH:9]=1)[CH:2]=[CH2:3], predict the reaction product. The product is: [CH2:1]([O:4][C@@H:5]1[C@@H:19]([O:20][CH2:21][CH:22]=[CH2:23])[C@@H:18]([O:24][CH2:25][CH:26]=[CH2:27])[C@@H:17]([CH2:28][OH:29])[O:16][C@@H:6]1[O:7][C:8]1[CH:9]=[CH:10][C:11]([O:14][CH3:15])=[CH:12][CH:13]=1)[CH:2]=[CH2:3]. (6) Given the reactants C[O:2][C:3](=[O:19])[C@H:4]([CH3:18])[NH:5][C:6](=[O:17])[CH2:7][C:8]1[CH:13]=[CH:12][CH:11]=[C:10]([N+:14]([O-:16])=[O:15])[CH:9]=1.[Li+].[OH-], predict the reaction product. The product is: [N+:14]([C:10]1[CH:9]=[C:8]([CH2:7][C:6]([NH:5][C@H:4]([C:3]([OH:19])=[O:2])[CH3:18])=[O:17])[CH:13]=[CH:12][CH:11]=1)([O-:16])=[O:15]. (7) Given the reactants CO[C:3](=[O:8])[CH2:4][C:5](=O)[CH3:6].Br[CH2:10][C:11]([C:13]1[CH:18]=[C:17]([C:19]([F:22])([F:21])[F:20])[CH:16]=[CH:15][C:14]=1[F:23])=O.[CH2:24]([NH2:30])[C@H:25]1[O:29][CH2:28][CH2:27][CH2:26]1.[NH2:31][C@@H:32]1[CH2:37][CH2:36][CH2:35][CH2:34][C@H:33]1[OH:38], predict the reaction product. The product is: [OH:38][C@@H:33]1[CH2:34][CH2:35][CH2:36][CH2:37][C@H:32]1[NH:31][C:3]([C:4]1[CH:10]=[C:11]([C:13]2[CH:18]=[C:17]([C:19]([F:22])([F:21])[F:20])[CH:16]=[CH:15][C:14]=2[F:23])[N:30]([CH2:24][C@@H:25]2[CH2:26][CH2:27][CH2:28][O:29]2)[C:5]=1[CH3:6])=[O:8]. (8) Given the reactants [C:1]1([S:7]([C:10]2[CH:11]=[C:12]3[C:17](=[CH:18][CH:19]=2)[CH:16]([CH2:20][CH2:21]OS(C)(=O)=O)[CH2:15][CH2:14][CH2:13]3)(=[O:9])=[O:8])[CH:6]=[CH:5][CH:4]=[CH:3][CH:2]=1.[C-:27]#[N:28].[K+].[I-].[K+].O, predict the reaction product. The product is: [C:1]1([S:7]([C:10]2[CH:11]=[C:12]3[C:17](=[CH:18][CH:19]=2)[CH:16]([CH2:20][CH2:21][C:27]#[N:28])[CH2:15][CH2:14][CH2:13]3)(=[O:9])=[O:8])[CH:6]=[CH:5][CH:4]=[CH:3][CH:2]=1. (9) Given the reactants [N+:1]([C:4]1[C:10]([N:11]2[CH2:16][CH2:15][CH2:14][CH2:13][CH2:12]2)=[CH:9][CH:8]=[CH:7][C:5]=1[NH2:6])([O-])=O, predict the reaction product. The product is: [N:11]1([C:10]2[CH:9]=[CH:8][CH:7]=[C:5]([NH2:6])[C:4]=2[NH2:1])[CH2:12][CH2:13][CH2:14][CH2:15][CH2:16]1.